From a dataset of Forward reaction prediction with 1.9M reactions from USPTO patents (1976-2016). Predict the product of the given reaction. (1) Given the reactants [Cl:1][C:2]1[CH:10]=[C:9]2[C:5](/[C:6](=[CH:12]/[CH:13]([CH3:15])[CH3:14])/[C:7](=[O:11])[NH:8]2)=[CH:4][CH:3]=1.[Cl:16][C:17]1[CH:18]=[C:19]([CH:23]=[N:24][C:25]([O:27][Si](C)(C)C)=[CH2:26])[CH:20]=[CH:21][CH:22]=1, predict the reaction product. The product is: [Cl:1][C:2]1[CH:10]=[C:9]2[NH:8][C:7](=[O:11])[C:6]3([CH:12]([CH:13]([CH3:14])[CH3:15])[CH2:27][C:25](=[O:26])[NH:24][CH:23]3[C:19]3[CH:20]=[CH:21][CH:22]=[C:17]([Cl:16])[CH:18]=3)[C:5]2=[CH:4][CH:3]=1. (2) Given the reactants [CH3:1][O:2][C:3]([C:5]1[N:6]=[CH:7][C:8]([N:11]2[CH2:16][CH2:15][NH:14][CH2:13][CH2:12]2)=[N:9][CH:10]=1)=[O:4].[Cl:17][C:18]1[N:19]=[N:20][C:21](Cl)=[C:22]([CH3:25])[C:23]=1[CH3:24].O, predict the reaction product. The product is: [CH3:1][O:2][C:3]([C:5]1[N:6]=[CH:7][C:8]([N:11]2[CH2:12][CH2:13][N:14]([C:21]3[N:20]=[N:19][C:18]([Cl:17])=[C:23]([CH3:24])[C:22]=3[CH3:25])[CH2:15][CH2:16]2)=[N:9][CH:10]=1)=[O:4].